Dataset: Catalyst prediction with 721,799 reactions and 888 catalyst types from USPTO. Task: Predict which catalyst facilitates the given reaction. (1) Reactant: O[CH:2]([C:18]1[CH:23]=[CH:22][CH:21]=[CH:20][CH:19]=1)[CH2:3][CH2:4][CH2:5][CH2:6][N:7]1[C:15](=[O:16])[C:14]2[C:9](=[CH:10][CH:11]=[CH:12][CH:13]=2)[C:8]1=[O:17].C(Br)(Br)(Br)[Br:25].C1(P(C2C=CC=CC=2)C2C=CC=CC=2)C=CC=CC=1. Product: [Br:25][CH:2]([C:18]1[CH:23]=[CH:22][CH:21]=[CH:20][CH:19]=1)[CH2:3][CH2:4][CH2:5][CH2:6][N:7]1[C:15](=[O:16])[C:14]2[C:9](=[CH:10][CH:11]=[CH:12][CH:13]=2)[C:8]1=[O:17]. The catalyst class is: 7. (2) Reactant: [CH2:1]([O:3][C:4]([N:6]1[C:15]2[C:10](=[CH:11][C:12]([C:16]3[O:17][CH2:18][C:19]([CH3:22])([CH3:21])[N:20]=3)=[CH:13][CH:14]=2)[CH:9]=[CH:8][CH:7]1[P:23]([O:27][CH3:28])([O:25][CH3:26])=[O:24])=[O:5])[CH3:2].CCCCCC.C([Li])CCC.C(=O)=O.CC(C)=O.I[CH2:48][C:49]1[CH:54]=[CH:53][C:52]([C:55]2[CH:60]=[CH:59][CH:58]=[CH:57][CH:56]=2)=[CH:51][CH:50]=1. Product: [CH2:1]([O:3][C:4]([N:6]1[C:15]2[C:10](=[CH:11][C:12]([C:16]3[O:17][CH2:18][C:19]([CH3:21])([CH3:22])[N:20]=3)=[CH:13][CH:14]=2)[C:9]([CH2:48][C:49]2[CH:54]=[CH:53][C:52]([C:55]3[CH:56]=[CH:57][CH:58]=[CH:59][CH:60]=3)=[CH:51][CH:50]=2)=[CH:8][CH:7]1[P:23]([O:25][CH3:26])([O:27][CH3:28])=[O:24])=[O:5])[CH3:2]. The catalyst class is: 20.